This data is from Peptide-MHC class I binding affinity with 185,985 pairs from IEDB/IMGT. The task is: Regression. Given a peptide amino acid sequence and an MHC pseudo amino acid sequence, predict their binding affinity value. This is MHC class I binding data. (1) The peptide sequence is ELLDHLLLF. The MHC is HLA-B57:01 with pseudo-sequence HLA-B57:01. The binding affinity (normalized) is 0.0847. (2) The peptide sequence is ITVIDLEPI. The MHC is HLA-A01:01 with pseudo-sequence HLA-A01:01. The binding affinity (normalized) is 0. (3) The peptide sequence is YTDLTYQSF. The MHC is HLA-B46:01 with pseudo-sequence HLA-B46:01. The binding affinity (normalized) is 0.0847. (4) The peptide sequence is AYSNRNRFL. The MHC is HLA-A30:02 with pseudo-sequence HLA-A30:02. The binding affinity (normalized) is 0. (5) The peptide sequence is NHIHVELSL. The binding affinity (normalized) is 0.930. The MHC is Mamu-A07 with pseudo-sequence Mamu-A07. (6) The peptide sequence is VVKDDPDHY. The MHC is HLA-A31:01 with pseudo-sequence HLA-A31:01. The binding affinity (normalized) is 0. (7) The peptide sequence is SLLEIGEGV. The MHC is HLA-A02:01 with pseudo-sequence HLA-A02:01. The binding affinity (normalized) is 0.576.